This data is from Reaction yield outcomes from USPTO patents with 853,638 reactions. The task is: Predict the reaction yield, written as a fraction of the theoretical maximum amount of product (1.0 means a 100% yield; for example, 0.34 means a 34% yield). (1) The reactants are [Br:1][C:2]1[CH:7]=[C:6]([F:8])[CH:5]=[CH:4][C:3]=1[CH:9]1[C:14]([C:15]([O:17][CH2:18][CH3:19])=[O:16])=[C:13]([CH2:20]Br)[NH:12][C:11]([C:22]2[S:23][CH:24]=[CH:25][N:26]=2)=[N:10]1.[CH3:27][C@@:28]1([C:34]([OH:36])=[O:35])[CH2:33][O:32][CH2:31][CH2:30][NH:29]1. No catalyst specified. The product is [Br:1][C:2]1[CH:7]=[C:6]([F:8])[CH:5]=[CH:4][C:3]=1[CH:9]1[N:10]=[C:11]([C:22]2[S:23][CH:24]=[CH:25][N:26]=2)[NH:12][C:13]([CH2:20][N:29]2[CH2:30][CH2:31][O:32][CH2:33][C@@:28]2([CH3:27])[C:34]([OH:36])=[O:35])=[C:14]1[C:15]([O:17][CH2:18][CH3:19])=[O:16]. The yield is 0.600. (2) The reactants are [F:1][C:2]1[CH:3]=[CH:4][C:5]([O:10][C:11]2[CH:12]=[C:13]3[CH:19]=[N:18][NH:17][C:14]3=[CH:15][N:16]=2)=[C:6]([CH:9]=1)[C:7]#[N:8].[H-].[Na+].[CH3:22]I. The catalyst is CN(C=O)C. The product is [F:1][C:2]1[CH:3]=[CH:4][C:5]([O:10][C:11]2[CH:12]=[C:13]3[CH:19]=[N:18][N:17]([CH3:22])[C:14]3=[CH:15][N:16]=2)=[C:6]([CH:9]=1)[C:7]#[N:8]. The yield is 0.510. (3) The reactants are CI.[OH:3][C:4]1[CH:5]=[C:6]([NH:10][C:11](=[O:16])[C:12]([CH3:15])([CH3:14])[CH3:13])[CH:7]=[CH:8][CH:9]=1.[C:17](=O)([O-])[O-].[K+].[K+]. The catalyst is CC(C)=O. The product is [CH3:17][O:3][C:4]1[CH:5]=[C:6]([NH:10][C:11](=[O:16])[C:12]([CH3:13])([CH3:15])[CH3:14])[CH:7]=[CH:8][CH:9]=1. The yield is 0.910. (4) The reactants are [Cl:1][C:2]1[C:7]([C:8]([O:10]C(C)(C)C)=O)=[CH:6][CH:5]=[C:4]([N:15]2[CH:19]=[CH:18][C:17]([O:20][CH2:21][CH:22]([CH3:24])[CH3:23])=[N:16]2)[N:3]=1.FC(F)(F)C(O)=O.C(N1C=CN=C1)(N1C=CN=C1)=O.[NH2:44][C:45]1[N:50]=[C:49]([S:51]([NH2:54])(=[O:53])=[O:52])[CH:48]=[CH:47][CH:46]=1.[H-].[Na+]. The catalyst is CN(C=O)C.ClCCl. The product is [NH2:44][C:45]1[N:50]=[C:49]([S:51]([NH:54][C:8]([C:7]2[C:2]([Cl:1])=[N:3][C:4]([N:15]3[CH:19]=[CH:18][C:17]([O:20][CH2:21][CH:22]([CH3:23])[CH3:24])=[N:16]3)=[CH:5][CH:6]=2)=[O:10])(=[O:53])=[O:52])[CH:48]=[CH:47][CH:46]=1. The yield is 0.770. (5) The reactants are C(Cl)(=O)C(Cl)=O.CS(C)=O.[C:11]([O:15][C:16]([N:18]1[CH2:27][C:26]2[N:22]([C:23]([C@H:28]3[CH2:33][CH2:32][C@H:31]([OH:34])[CH2:30][CH2:29]3)=[N:24][N:25]=2)[C:21]2[CH:35]=[CH:36][C:37]([Cl:39])=[CH:38][C:20]=2[CH2:19]1)=[O:17])([CH3:14])([CH3:13])[CH3:12].C(N(CC)CC)C. The catalyst is ClCCl. The product is [C:11]([O:15][C:16]([N:18]1[CH2:27][C:26]2[N:22]([C:23]([CH:28]3[CH2:29][CH2:30][C:31](=[O:34])[CH2:32][CH2:33]3)=[N:24][N:25]=2)[C:21]2[CH:35]=[CH:36][C:37]([Cl:39])=[CH:38][C:20]=2[CH2:19]1)=[O:17])([CH3:14])([CH3:12])[CH3:13]. The yield is 0.900.